Task: Predict which catalyst facilitates the given reaction.. Dataset: Catalyst prediction with 721,799 reactions and 888 catalyst types from USPTO (1) Reactant: C(OC([NH:8][C:9]([CH3:33])([CH3:32])[C@H:10]([NH:15][C:16](=[O:31])[C:17]1[CH:22]=[CH:21][C:20]([C:23]#[C:24][C:25]#[C:26][C@H:27]([OH:30])[CH2:28][OH:29])=[CH:19][CH:18]=1)[C:11]([O:13][CH3:14])=[O:12])=O)(C)(C)C.C(O)(C(F)(F)F)=O. Product: [NH2:8][C:9]([CH3:33])([CH3:32])[C@H:10]([NH:15][C:16](=[O:31])[C:17]1[CH:22]=[CH:21][C:20]([C:23]#[C:24][C:25]#[C:26][C@H:27]([OH:30])[CH2:28][OH:29])=[CH:19][CH:18]=1)[C:11]([O:13][CH3:14])=[O:12]. The catalyst class is: 2. (2) Reactant: C(OC([N:8]1[C@@H:12](/[CH:13]=[C:14](/[C:17]2[CH:22]=[CH:21][C:20]([Cl:23])=[CH:19][CH:18]=2)\[CH2:15][CH3:16])[CH2:11][O:10]C1(C)C)=O)(C)(C)C.Cl.[OH-].[Na+]. Product: [NH2:8][C@@H:12](/[CH:13]=[C:14](/[C:17]1[CH:18]=[CH:19][C:20]([Cl:23])=[CH:21][CH:22]=1)\[CH2:15][CH3:16])[CH2:11][OH:10]. The catalyst class is: 155. (3) Reactant: FC(F)(F)C(O)=O.[CH3:8][C@@H:9]1[NH:15][CH2:14][C:13]2[CH:16]=[CH:17][C:18]([C:20]([O:22][CH3:23])=[O:21])=[CH:19][C:12]=2[O:11][CH2:10]1.CCN(CC)CC.Cl[C:32]([O:34][CH:35]1[CH2:39][CH2:38][CH2:37][CH2:36]1)=[O:33]. Product: [CH3:8][C@@H:9]1[N:15]([C:32]([O:34][CH:35]2[CH2:39][CH2:38][CH2:37][CH2:36]2)=[O:33])[CH2:14][C:13]2[CH:16]=[CH:17][C:18]([C:20]([O:22][CH3:23])=[O:21])=[CH:19][C:12]=2[O:11][CH2:10]1. The catalyst class is: 2. (4) Reactant: BrC1C=CC(O)=C(C2C=[CH:16][C:15]3[C:10](=[CH:11][CH:12]=[C:13]([C:18]4[N:22]([CH:23]5[CH2:28][CH2:27][CH2:26][CH2:25][CH2:24]5)[C:21]5[CH:29]=[CH:30][C:31]([C:33]([OH:35])=[O:34])=[CH:32][C:20]=5[N:19]=4)[CH:14]=3)[N:9]=2)C=1.C(OC(C1C=CC2N(C3CCCCC3)C(C3C=CC(N)=C(C=O)C=3)=NC=2C=1)=O)C.[NH2:66][C:67]1[C:72]([Cl:73])=[CH:71][C:70]([C:74](=O)[CH3:75])=[CH:69][C:68]=1[Cl:77].[OH-].[K+]. Product: [NH2:66][C:67]1[C:72]([Cl:73])=[CH:71][C:70]([C:74]2[CH:75]=[CH:16][C:15]3[C:10](=[CH:11][CH:12]=[C:13]([C:18]4[N:22]([CH:23]5[CH2:24][CH2:25][CH2:26][CH2:27][CH2:28]5)[C:21]5[CH:29]=[CH:30][C:31]([C:33]([OH:35])=[O:34])=[CH:32][C:20]=5[N:19]=4)[CH:14]=3)[N:9]=2)=[CH:69][C:68]=1[Cl:77]. The catalyst class is: 8. (5) Reactant: [NH2:1][C:2]1[CH:7]=[CH:6][C:5]([CH2:8][CH:9]([NH:14][C:15]([O:17][C:18]([CH3:21])([CH3:20])[CH3:19])=[O:16])[C:10]([O:12][CH3:13])=[O:11])=[CH:4][CH:3]=1.C(S([O-])(=O)=O)(F)(F)F.C(S([O-])(=O)=O)(F)(F)F.C(S([O-])(=O)=O)(F)(F)F.[Yb+3].[O-]S([O-])(=O)=O.[Mg+2].[Cl:53][C:54]1[CH:61]=[CH:60][CH:59]=[C:58]([Cl:62])[C:55]=1[CH:56]=O.[CH:63]([S:65][C:66]1[CH:71]=[CH:70][CH:69]=[CH:68][CH:67]=1)=[CH2:64]. Product: [C:18]([O:17][C:15]([NH:14][CH:9]([CH2:8][C:5]1[CH:4]=[C:3]2[C:2](=[CH:7][CH:6]=1)[NH:1][CH:56]([C:55]1[C:54]([Cl:53])=[CH:61][CH:60]=[CH:59][C:58]=1[Cl:62])[CH2:64][CH:63]2[S:65][C:66]1[CH:71]=[CH:70][CH:69]=[CH:68][CH:67]=1)[C:10]([O:12][CH3:13])=[O:11])=[O:16])([CH3:21])([CH3:20])[CH3:19]. The catalyst class is: 496. (6) Reactant: [CH3:1][S:2][C:3](=[NH:5])[NH2:4].C([O:8][CH:9]=[C:10]([C:16]#[N:17])[C:11](OCC)=O)C.C([O-])([O-])=O.[K+].[K+]. Product: [OH:8][C:9]1[C:10]([C:16]#[N:17])=[CH:11][N:4]=[C:3]([S:2][CH3:1])[N:5]=1. The catalyst class is: 14. (7) Reactant: [NH2:1][C:2]1[C:11]2[N:10]=[CH:9][C:8]([CH2:12][CH2:13][C:14]3[CH:19]=[CH:18][C:17]([OH:20])=[CH:16][C:15]=3[CH3:21])=[CH:7][C:6]=2[C:5]2[CH:22]=[CH:23][C:24]([CH3:26])=[CH:25][C:4]=2[N:3]=1.C(=O)([O-])[O-].[K+].[K+].Br[CH2:34][CH2:35][CH:36]([CH3:38])[CH3:37]. Product: [CH2:34]([O:20][C:17]1[CH:18]=[CH:19][C:14]([CH2:13][CH2:12][C:8]2[CH:9]=[N:10][C:11]3[C:6]([CH:7]=2)=[C:5]2[CH:22]=[CH:23][C:24]([CH3:26])=[CH:25][C:4]2=[N:3][C:2]=3[NH2:1])=[C:15]([CH3:21])[CH:16]=1)[CH2:35][CH:36]([CH3:38])[CH3:37]. The catalyst class is: 288.